This data is from Reaction yield outcomes from USPTO patents with 853,638 reactions. The task is: Predict the reaction yield, written as a fraction of the theoretical maximum amount of product (1.0 means a 100% yield; for example, 0.34 means a 34% yield). (1) The reactants are [Cl:1][C:2]1[C:7]([Cl:8])=[CH:6][C:5]([NH:9][CH2:10][C:11]([O:13]CC)=[O:12])=[C:4]([CH2:16][CH3:17])[CH:3]=1.O[Li].O. The catalyst is C1COCC1.O. The yield is 0.858. The product is [Cl:1][C:2]1[C:7]([Cl:8])=[CH:6][C:5]([NH:9][CH2:10][C:11]([OH:13])=[O:12])=[C:4]([CH2:16][CH3:17])[CH:3]=1. (2) The reactants are [C:1]([O:5][C:6]([N:8]1[CH2:14][CH2:13][C:12]2[C:15]([CH2:20][SH:21])=[C:16]([Cl:19])[CH:17]=[CH:18][C:11]=2[CH2:10][CH2:9]1)=[O:7])([CH3:4])([CH3:3])[CH3:2].Br[C:23]1[CH:28]=[CH:27][C:26]([C:29]2[N:30]=[C:31]([NH:34][CH2:35][CH:36]3[CH2:38][CH2:37]3)[S:32][CH:33]=2)=[CH:25][CH:24]=1.CC1(C)C2C(=C(P(C3C=CC=CC=3)C3C=CC=CC=3)C=CC=2)OC2C(P(C3C=CC=CC=3)C3C=CC=CC=3)=CC=CC1=2.C(N(C(C)C)CC)(C)C. The catalyst is O1CCOCC1.C1C=CC(/C=C/C(/C=C/C2C=CC=CC=2)=O)=CC=1.C1C=CC(/C=C/C(/C=C/C2C=CC=CC=2)=O)=CC=1.C1C=CC(/C=C/C(/C=C/C2C=CC=CC=2)=O)=CC=1.[Pd].[Pd]. The product is [C:1]([O:5][C:6]([N:8]1[CH2:14][CH2:13][C:12]2[C:15]([CH2:20][S:21][C:23]3[CH:24]=[CH:25][C:26]([C:29]4[N:30]=[C:31]([NH:34][CH2:35][CH:36]5[CH2:37][CH2:38]5)[S:32][CH:33]=4)=[CH:27][CH:28]=3)=[C:16]([Cl:19])[CH:17]=[CH:18][C:11]=2[CH2:10][CH2:9]1)=[O:7])([CH3:4])([CH3:2])[CH3:3]. The yield is 0.970. (3) The reactants are [OH:1][C@H:2]1[CH2:7][CH2:6][C@H:5]([N:8]2[C:13](=[O:14])[C:12]([CH2:15][C:16]3[S:20][C:19]([C:21]4[CH:28]=[CH:27][CH:26]=[CH:25][C:22]=4[C:23]#[N:24])=[CH:18][CH:17]=3)=[C:11]([CH2:29][CH2:30][CH3:31])[N:10]3[N:32]=[CH:33][N:34]=[C:9]23)[CH2:4][CH2:3]1.[N+](=[CH:37][C:38]([O:40][CH2:41][CH3:42])=[O:39])=[N-]. The catalyst is C([O-])(=O)C.[Rh+].C1(C)C=CC=CC=1. The product is [C:23]([C:22]1[CH:25]=[CH:26][CH:27]=[CH:28][C:21]=1[C:19]1[S:20][C:16]([CH2:15][C:12]2[C:13](=[O:14])[N:8]([C@H:5]3[CH2:6][CH2:7][C@H:2]([O:1][CH2:37][C:38]([O:40][CH2:41][CH3:42])=[O:39])[CH2:3][CH2:4]3)[C:9]3[N:10]([N:32]=[CH:33][N:34]=3)[C:11]=2[CH2:29][CH2:30][CH3:31])=[CH:17][CH:18]=1)#[N:24]. The yield is 0.530. (4) The yield is 0.600. The reactants are [C:1]([C:3]1[CH:8]=[CH:7][CH:6]=[CH:5][C:4]=1[C:9]1[CH:14]=[CH:13][C:12]([CH2:15][C:16]2[C:17](=[O:37])[N:18]([C@H:28]3[CH2:31][C@H:30]([C:32]([O:34]CC)=O)[CH2:29]3)[C:19]3[N:20]([N:25]=[CH:26][N:27]=3)[C:21]=2[CH2:22][CH2:23][CH3:24])=[C:11]([F:38])[CH:10]=1)#[N:2].[OH-].[Na+].Cl.[CH3:42][Mg]Br. The catalyst is O1CCCC1.C(O)C. The product is [C:32]([C@H:30]1[CH2:29][C@H:28]([N:18]2[C:17](=[O:37])[C:16]([CH2:15][C:12]3[CH:13]=[CH:14][C:9]([C:4]4[C:3]([C:1]#[N:2])=[CH:8][CH:7]=[CH:6][CH:5]=4)=[CH:10][C:11]=3[F:38])=[C:21]([CH2:22][CH2:23][CH3:24])[N:20]3[N:25]=[CH:26][N:27]=[C:19]23)[CH2:31]1)(=[O:34])[CH3:42]. (5) The reactants are [OH-].[K+].[CH3:3][N:4]1[C:13]2[CH:12]=[CH:11][CH:10]=[C:9]3[C@@H:14]4[CH2:19][N:18](C(OCC)=O)[CH2:17][CH2:16][C@@H:15]4[N:7]([C:8]=23)[CH2:6][CH2:5]1. The catalyst is C(O)CCC. The product is [CH3:3][N:4]1[C:13]2[CH:12]=[CH:11][CH:10]=[C:9]3[C@@H:14]4[CH2:19][NH:18][CH2:17][CH2:16][C@@H:15]4[N:7]([C:8]=23)[CH2:6][CH2:5]1. The yield is 0.950. (6) The reactants are C([Li])CCC.Br[C:7]1[CH:8]=[N:9][CH:10]=[C:11]([Br:13])[CH:12]=1.[CH3:14][C:15]1[CH:16]=[N:17][N:18]([CH2:20][C:21]2[CH:28]=[CH:27][C:24]([CH:25]=[O:26])=[CH:23][CH:22]=2)[CH:19]=1. The catalyst is CCOCC. The product is [Br:13][C:11]1[CH:12]=[C:7]([CH:25]([C:24]2[CH:23]=[CH:22][C:21]([CH2:20][N:18]3[CH:19]=[C:15]([CH3:14])[CH:16]=[N:17]3)=[CH:28][CH:27]=2)[OH:26])[CH:8]=[N:9][CH:10]=1. The yield is 0.324.